This data is from Forward reaction prediction with 1.9M reactions from USPTO patents (1976-2016). The task is: Predict the product of the given reaction. Given the reactants Cl.[NH:2]1[CH:6]=[C:5]([CH2:7][CH2:8][O:9][C:10]2[CH:11]=[C:12]3[C:17](=[CH:18][CH:19]=2)[C:16](=[O:20])[CH2:15][CH2:14][CH2:13]3)[N:4]=[CH:3]1.[CH3:21][C:22]1[S:26][C:25]([CH:27]=O)=[CH:24][CH:23]=1, predict the reaction product. The product is: [NH:2]1[CH:6]=[C:5]([CH2:7][CH2:8][O:9][C:10]2[CH:11]=[C:12]3[C:17](=[CH:18][CH:19]=2)[C:16](=[O:20])[C:15](=[CH:27][C:25]2[S:26][C:22]([CH3:21])=[CH:23][CH:24]=2)[CH2:14][CH2:13]3)[N:4]=[CH:3]1.